Dataset: Reaction yield outcomes from USPTO patents with 853,638 reactions. Task: Predict the reaction yield, written as a fraction of the theoretical maximum amount of product (1.0 means a 100% yield; for example, 0.34 means a 34% yield). (1) The reactants are C(O[C:4](=[N:6][C:7](=O)[C:8]1[CH:13]=[CH:12][CH:11]=[C:10]([Cl:14])[CH:9]=1)[CH3:5])C.[NH:16]([C:18]1[N:23]=[CH:22][C:21]([S:24]([NH2:27])(=[O:26])=[O:25])=[CH:20][CH:19]=1)[NH2:17].O. The catalyst is ClCCl.CO. The product is [Cl:14][C:10]1[CH:9]=[C:8]([C:7]2[N:16]([C:18]3[N:23]=[CH:22][C:21]([S:24]([NH2:27])(=[O:26])=[O:25])=[CH:20][CH:19]=3)[N:17]=[C:4]([CH3:5])[N:6]=2)[CH:13]=[CH:12][CH:11]=1. The yield is 0.490. (2) The reactants are [OH:1][C:2]1([CH2:8][N:9]2[CH2:14][CH2:13][CH:12]([CH2:15][NH:16]C(=O)OC(C)(C)C)[CH2:11][CH2:10]2)[CH2:7][CH2:6][O:5][CH2:4][CH2:3]1.O1CCOCC1.Cl. The catalyst is CO. The product is [NH2:16][CH2:15][CH:12]1[CH2:13][CH2:14][N:9]([CH2:8][C:2]2([OH:1])[CH2:7][CH2:6][O:5][CH2:4][CH2:3]2)[CH2:10][CH2:11]1. The yield is 0.990. (3) The reactants are [NH2:1][C:2]1[CH:7]=[CH:6][C:5]([NH2:8])=[CH:4][CH:3]=1.[CH2:9]([N:11]=[C:12]=[O:13])[CH3:10].C(=O)([O-])[O-].[K+].[K+]. The catalyst is C1COCC1. The product is [CH2:9]([NH:11][C:12]([NH:1][C:2]1[CH:7]=[CH:6][C:5]([NH2:8])=[CH:4][CH:3]=1)=[O:13])[CH3:10]. The yield is 0.620. (4) The reactants are C(OC([N:8]1[C:12]2[CH:13]=[CH:14][CH:15]=[CH:16][C:11]=2[N:10]=[C:9]1[CH2:17][NH:18][CH:19]1[C:28]2[N:27]=[CH:26][CH:25]=[CH:24][C:23]=2[CH2:22][CH2:21][CH2:20]1)=O)(C)(C)C.[CH:29]([C:31]1[CH:40]=[CH:39][C:34]([C:35]([O:37][CH3:38])=[O:36])=[CH:33][CH:32]=1)=O.[BH-](OC(C)=O)(OC(C)=O)OC(C)=O.[Na+].C(=O)(O)[O-].[Na+]. The catalyst is C(Cl)Cl.C(O)(C(F)(F)F)=O. The product is [CH3:38][O:37][C:35](=[O:36])[C:34]1[CH:39]=[CH:40][C:31]([CH2:29][N:18]([CH2:17][C:9]2[NH:8][C:12]3[CH:13]=[CH:14][CH:15]=[CH:16][C:11]=3[N:10]=2)[CH:19]2[C:28]3[N:27]=[CH:26][CH:25]=[CH:24][C:23]=3[CH2:22][CH2:21][CH2:20]2)=[CH:32][CH:33]=1. The yield is 0.740. (5) The reactants are [CH3:1][C:2]1[O:6][N:5]=[C:4]([C:7]2[CH:12]=[CH:11][CH:10]=[CH:9][CH:8]=2)[C:3]=1[CH2:13][O:14][C:15]1[CH:23]=[CH:22][C:18]([C:19]([OH:21])=O)=[CH:17][N:16]=1.[NH2:24][CH:25]1[CH2:30][CH2:29][CH2:28][CH2:27][CH:26]1[OH:31]. No catalyst specified. The product is [OH:31][CH:26]1[CH2:27][CH2:28][CH2:29][CH2:30][CH:25]1[NH:24][C:19](=[O:21])[C:18]1[CH:22]=[CH:23][C:15]([O:14][CH2:13][C:3]2[C:4]([C:7]3[CH:8]=[CH:9][CH:10]=[CH:11][CH:12]=3)=[N:5][O:6][C:2]=2[CH3:1])=[N:16][CH:17]=1. The yield is 0.500. (6) The reactants are [C@H:1]([C@@H:5]1[NH:10][CH2:9][C@H:8]([C:11]2[CH:16]=[CH:15][CH:14]=[CH:13][CH:12]=2)[NH:7][C:6]1=[O:17])([CH2:3][CH3:4])[CH3:2].[C:18]1([C@@H:24]2[CH2:26][C@H:25]2[C:27](O)=[O:28])[CH:23]=[CH:22][CH:21]=[CH:20][CH:19]=1.C([C@@H]1N(C([C@@H]2C[C@H]2C2C=CC=CC=2)=O)C[C@H](CC(C)C)NC1=O)C(C)C. No catalyst specified. The product is [C@H:1]([C@@H:5]1[N:10]([C:27]([C@@H:25]2[CH2:26][C@H:24]2[C:18]2[CH:23]=[CH:22][CH:21]=[CH:20][CH:19]=2)=[O:28])[CH2:9][C@H:8]([C:11]2[CH:12]=[CH:13][CH:14]=[CH:15][CH:16]=2)[NH:7][C:6]1=[O:17])([CH2:3][CH3:4])[CH3:2]. The yield is 0.850. (7) The reactants are [O:1]1[C:5]2[CH:6]=[C:7]([C@@H:10]([O:14][C:15]3[CH:16]=[C:17]4[C:21](=[CH:22][CH:23]=3)[N:20]([C:24]3[CH:29]=[CH:28][C:27]([F:30])=[CH:26][CH:25]=3)[N:19]=[CH:18]4)[C@@H:11]([NH2:13])[CH3:12])[CH:8]=[CH:9][C:4]=2[CH2:3][CH2:2]1.[F:31][C:32]([F:37])([CH3:36])[C:33](O)=[O:34].CN(C(ON1N=NC2C=CC=NC1=2)=[N+](C)C)C.F[P-](F)(F)(F)(F)F.C(N(C(C)C)C(C)C)C.Cl. The catalyst is CN1C(=O)CCC1. The product is [O:1]1[C:5]2[CH:6]=[C:7]([C@@H:10]([O:14][C:15]3[CH:16]=[C:17]4[C:21](=[CH:22][CH:23]=3)[N:20]([C:24]3[CH:25]=[CH:26][C:27]([F:30])=[CH:28][CH:29]=3)[N:19]=[CH:18]4)[C@@H:11]([NH:13][C:33](=[O:34])[C:32]([F:37])([F:31])[CH3:36])[CH3:12])[CH:8]=[CH:9][C:4]=2[CH2:3][CH2:2]1. The yield is 0.620. (8) The reactants are C(Cl)(=O)C1C=CC=CC=1.[F:10][C:11]([F:23])([F:22])[O:12][C:13]1[CH:21]=[CH:20][C:16]([C:17](Cl)=[O:18])=[CH:15][CH:14]=1.[NH2:24][C:25]1[CH:26]=[C:27]([CH:38]=[CH:39][N:40]=1)[C:28]([NH:30][CH2:31][C:32]1[CH:37]=[CH:36][CH:35]=[CH:34][CH:33]=1)=[O:29]. No catalyst specified. The product is [CH2:31]([NH:30][C:28](=[O:29])[C:27]1[CH:38]=[CH:39][N:40]=[C:25]([NH:24][C:17](=[O:18])[C:16]2[CH:20]=[CH:21][C:13]([O:12][C:11]([F:23])([F:22])[F:10])=[CH:14][CH:15]=2)[CH:26]=1)[C:32]1[CH:37]=[CH:36][CH:35]=[CH:34][CH:33]=1. The yield is 0.0600. (9) No catalyst specified. The reactants are [C:1]([C:3]1[CH:4]=[C:5]([NH:9][C:10]([O:12][CH2:13][CH2:14][C:15]2[CH:20]=[CH:19][C:18](B(O)O)=[CH:17][C:16]=2[CH2:24][CH3:25])=[O:11])[CH:6]=[CH:7][CH:8]=1)#[N:2].[NH2:26][C:27]1[CH:28]=[C:29]2[C:34](=[CH:35][CH:36]=1)[C:33]([N:37]([C:45]([O:47][C:48]([CH3:51])([CH3:50])[CH3:49])=[O:46])[C:38]([O:40][C:41]([CH3:44])([CH3:43])[CH3:42])=[O:39])=[N:32][CH:31]=[CH:30]2.O.[C:53]([OH:57])(=[O:56])[CH:54]=O. The yield is 0.520. The product is [C:48]([O:47][C:45]([N:37]([C:38]([O:40][C:41]([CH3:42])([CH3:43])[CH3:44])=[O:39])[C:33]1[C:34]2[C:29](=[CH:28][C:27]([NH:26][CH:54]([C:18]3[CH:19]=[CH:20][C:15]([CH2:14][CH2:13][O:12][C:10](=[O:11])[NH:9][C:5]4[CH:6]=[CH:7][CH:8]=[C:3]([C:1]#[N:2])[CH:4]=4)=[C:16]([CH2:24][CH3:25])[CH:17]=3)[C:53]([OH:57])=[O:56])=[CH:36][CH:35]=2)[CH:30]=[CH:31][N:32]=1)=[O:46])([CH3:51])([CH3:50])[CH3:49]. (10) The reactants are [NH2:1][N:2]1[CH:6]=[CH:5][C:4]([Br:7])=[C:3]1[C:8]([NH:10][C:11]1[CH:16]=[C:15]([F:17])[CH:14]=[C:13]([F:18])[CH:12]=1)=[O:9].[C:19]([O:23][C:24]([NH:26][C@@H:27]([CH3:31])[C:28](O)=[O:29])=[O:25])([CH3:22])([CH3:21])[CH3:20]. No catalyst specified. The product is [Br:7][C:4]1[CH:5]=[CH:6][N:2]([NH:1][C:28](=[O:29])[C@@H:27]([NH:26][C:24](=[O:25])[O:23][C:19]([CH3:21])([CH3:20])[CH3:22])[CH3:31])[C:3]=1[C:8](=[O:9])[NH:10][C:11]1[CH:16]=[C:15]([F:17])[CH:14]=[C:13]([F:18])[CH:12]=1. The yield is 0.510.